This data is from Reaction yield outcomes from USPTO patents with 853,638 reactions. The task is: Predict the reaction yield, written as a fraction of the theoretical maximum amount of product (1.0 means a 100% yield; for example, 0.34 means a 34% yield). (1) The reactants are [C:1]([C:3]1[CH:4]=[N:5][N:6]2[C:11](=[O:12])[C:10]([CH2:13][CH3:14])=[C:9]([C:15]([OH:17])=O)[NH:8][C:7]=12)#[N:2].[C:18]([NH:21][NH2:22])(=O)[CH3:19].[Cl-].ClC1N(C)C=C[N+]=1C.CCN(C(C)C)C(C)C. The catalyst is ClCCl. The product is [CH2:13]([C:10]1[C:11](=[O:12])[N:6]2[N:5]=[CH:4][C:3]([C:1]#[N:2])=[C:7]2[NH:8][C:9]=1[C:15]1[O:17][C:18]([CH3:19])=[N:21][N:22]=1)[CH3:14]. The yield is 0.0720. (2) The reactants are [CH2:1]([N:3]([CH2:36][CH3:37])[CH2:4][CH2:5][CH2:6][NH:7][C:8]1[N:9]=[C:10]([C:27]2[CH:35]=[CH:34][C:30]([C:31](O)=[O:32])=[CH:29][CH:28]=2)[C:11]2[CH:17]=[CH:16][C:15](=[O:18])[N:14]([C:19]3[C:24]([F:25])=[CH:23][CH:22]=[CH:21][C:20]=3[F:26])[C:12]=2[N:13]=1)[CH3:2].CN(C(ON1N=NC2C=CC=CC1=2)=[N+](C)C)C.F[P-](F)(F)(F)(F)F.C(N(CC)CC)C.[F:69][C:70]1[CH:76]=[CH:75][C:73]([NH2:74])=[CH:72][CH:71]=1. The catalyst is CN(C=O)C. The product is [CH2:36]([N:3]([CH2:1][CH3:2])[CH2:4][CH2:5][CH2:6][NH:7][C:8]1[N:9]=[C:10]([C:27]2[CH:35]=[CH:34][C:30]([C:31]([NH:74][C:73]3[CH:75]=[CH:76][C:70]([F:69])=[CH:71][CH:72]=3)=[O:32])=[CH:29][CH:28]=2)[C:11]2[CH:17]=[CH:16][C:15](=[O:18])[N:14]([C:19]3[C:20]([F:26])=[CH:21][CH:22]=[CH:23][C:24]=3[F:25])[C:12]=2[N:13]=1)[CH3:37]. The yield is 0.480. (3) The yield is 0.420. The product is [CH2:34]([O:33][P:32]([C:13]1[CH:12]=[CH:11][C:10]([CH2:9][NH:8][C:6]([O:5][C:1]([CH3:4])([CH3:3])[CH3:2])=[O:7])=[CH:15][C:14]=1[P:32]([O:44][CH2:45][CH3:46])([O:33][CH2:34][CH3:35])=[O:36])(=[O:39])[O:36][CH2:37][CH3:38])[CH3:35]. The catalyst is C(#N)C.CCOC(C)=O.[Pd].C1(P(C2C=CC=CC=2)C2C=CC=CC=2)C=CC=CC=1.C1(P(C2C=CC=CC=2)C2C=CC=CC=2)C=CC=CC=1.C1(P(C2C=CC=CC=2)C2C=CC=CC=2)C=CC=CC=1.C1(P(C2C=CC=CC=2)C2C=CC=CC=2)C=CC=CC=1. The reactants are [C:1]([O:5][C:6]([NH:8][CH2:9][C:10]1[CH:11]=[CH:12][C:13](OS(C(F)(F)F)(=O)=O)=[C:14](OS(C(F)(F)F)(=O)=O)[CH:15]=1)=[O:7])([CH3:4])([CH3:3])[CH3:2].[P:32]([O-:39])([O:36][CH2:37][CH3:38])[O:33][CH2:34][CH3:35].CN1[CH2:46][CH2:45][O:44]CC1. (4) The reactants are Cl.[N:2]1([CH2:7][C@@:8]2([C:52]3[CH:57]=[CH:56][C:55]([F:58])=[CH:54][C:53]=3[F:59])[O:12][CH2:11][C@@H:10]([CH2:13][O:14][C:15]3[CH:20]=[CH:19][C:18]([N:21]4[CH2:26][CH2:25][N:24]([C:27]5[CH:32]=[CH:31][C:30]([N:33]6[C:37](=[O:38])[N:36]([C@H:39]([CH2:50][CH3:51])[C@@H:40]([O:42]CC7C=CC=CC=7)[CH3:41])[N:35]=[CH:34]6)=[CH:29][CH:28]=5)[CH2:23][CH2:22]4)=[CH:17][CH:16]=3)[CH2:9]2)[CH:6]=[N:5][CH:4]=[N:3]1. The catalyst is CO.[Pd]. The product is [CH3:51][CH2:50][C@H:39]([N:36]1[N:35]=[CH:34][N:33]([C:30]2[CH:31]=[CH:32][C:27]([N:24]3[CH2:23][CH2:22][N:21]([C:18]4[CH:17]=[CH:16][C:15]([O:14][CH2:13][C@@H:10]5[CH2:11][O:12][C@:8]([C:52]6[CH:57]=[CH:56][C:55]([F:58])=[CH:54][C:53]=6[F:59])([CH2:7][N:2]6[N:3]=[CH:4][N:5]=[CH:6]6)[CH2:9]5)=[CH:20][CH:19]=4)[CH2:26][CH2:25]3)=[CH:28][CH:29]=2)[C:37]1=[O:38])[C@@H:40]([OH:42])[CH3:41]. The yield is 0.750. (5) The reactants are [CH2:1]([O:8][C@H:9]1[C@H:14]([O:15][CH2:16][C:17]2[CH:22]=[CH:21][CH:20]=[CH:19][CH:18]=2)[C@H:13]([O:23][CH2:24][C:25]2[CH:30]=[CH:29][CH:28]=[CH:27][CH:26]=2)[C@H:12]([CH3:31])[O:11][C@H:10]1[CH:32]([CH3:36])[CH2:33][C:34]#N)[C:2]1[CH:7]=[CH:6][CH:5]=[CH:4][CH:3]=1.[OH2:37].[OH-:38].[Na+]. The catalyst is C(O)C. The product is [CH2:1]([O:8][C@H:9]1[C@H:14]([O:15][CH2:16][C:17]2[CH:22]=[CH:21][CH:20]=[CH:19][CH:18]=2)[C@H:13]([O:23][CH2:24][C:25]2[CH:30]=[CH:29][CH:28]=[CH:27][CH:26]=2)[C@H:12]([CH3:31])[O:11][C@H:10]1[CH:32]([CH3:36])[CH2:33][C:34]([OH:38])=[O:37])[C:2]1[CH:7]=[CH:6][CH:5]=[CH:4][CH:3]=1. The yield is 0.830. (6) The reactants are [N+:1]([C:4]1[CH:5]=[C:6]([CH2:10][C:11]2[C:19]3[C:14](=[CH:15][CH:16]=[CH:17][CH:18]=3)[N:13]([CH2:20][C:21]([O:23]CC)=[O:22])[CH:12]=2)[CH:7]=[CH:8][CH:9]=1)([O-:3])=[O:2].[OH-].[Na+].Cl. The catalyst is C1COCC1.CCO. The product is [N+:1]([C:4]1[CH:5]=[C:6]([CH2:10][C:11]2[C:19]3[C:14](=[CH:15][CH:16]=[CH:17][CH:18]=3)[N:13]([CH2:20][C:21]([OH:23])=[O:22])[CH:12]=2)[CH:7]=[CH:8][CH:9]=1)([O-:3])=[O:2]. The yield is 0.690. (7) The reactants are [CH:1]([C:3]1[CH:8]=[CH:7][C:6]([C:9]2[CH:14]=[CH:13][C:12]([CH2:15][CH2:16][C:17]([C:19]3[O:20][C:21]([C:24]4[N:29]=[C:28]([C:30]([O:32][CH3:33])=[O:31])[CH:27]=[CH:26][CH:25]=4)=[CH:22][N:23]=3)=[O:18])=[CH:11][CH:10]=2)=[CH:5][CH:4]=1)=O.[CH3:34][NH:35][CH3:36].[BH-](OC(C)=O)(OC(C)=O)OC(C)=O.[Na+]. The catalyst is ClC(Cl)C. The product is [CH3:34][N:35]([CH2:1][C:3]1[CH:8]=[CH:7][C:6]([C:9]2[CH:10]=[CH:11][C:12]([CH2:15][CH2:16][C:17]([C:19]3[O:20][C:21]([C:24]4[N:29]=[C:28]([C:30]([O:32][CH3:33])=[O:31])[CH:27]=[CH:26][CH:25]=4)=[CH:22][N:23]=3)=[O:18])=[CH:13][CH:14]=2)=[CH:5][CH:4]=1)[CH3:36]. The yield is 0.250. (8) The catalyst is C1COCC1.C(OCC)(=O)C. The product is [CH2:16]([C:4]1([CH2:12][CH3:13])[O:6][C:7](=[O:25])[NH:1][C:2]2[CH:11]=[CH:10][CH:9]=[CH:8][C:3]1=2)[CH3:17]. The yield is 0.720. The reactants are [NH2:1][C:2]1[CH:11]=[CH:10][CH:9]=[CH:8][C:3]=1[C:4]([O:6][CH3:7])=O.[CH2:12]([Mg]Br)[CH3:13].[CH3:16][CH2:17]OCC.Cl.[OH-].[Na+].C(N1C=CN=C1)(N1C=CN=C1)=[O:25]. (9) The reactants are [Cl:1][C:2]1[CH:3]=[C:4]2[C:9](=[CH:10][C:11]=1[O:12][CH3:13])[N:8]=[C:7]([O:14][CH3:15])[C:6]([CH:16]=[O:17])=[CH:5]2.[CH3:18][Mg]Cl. The catalyst is C1COCC1. The product is [Cl:1][C:2]1[CH:3]=[C:4]2[C:9](=[CH:10][C:11]=1[O:12][CH3:13])[N:8]=[C:7]([O:14][CH3:15])[C:6]([CH:16]([OH:17])[CH3:18])=[CH:5]2. The yield is 0.910.